This data is from Reaction yield outcomes from USPTO patents with 853,638 reactions. The task is: Predict the reaction yield, written as a fraction of the theoretical maximum amount of product (1.0 means a 100% yield; for example, 0.34 means a 34% yield). The reactants are [CH3:1][O:2][C:3]([C:5]1[CH:6]=[C:7]([Cl:24])[CH:8]=[C:9]2[C:14]=1[NH:13][CH:12]([C:15]1[CH:20]=[CH:19][CH:18]=[C:17](Br)[CH:16]=1)[C:11]([CH3:23])([CH3:22])[CH2:10]2)=[O:4].C(=O)([O-])[O-].[Cs+].[Cs+].[C:31]([N:34]1[CH2:39][CH2:38][NH:37][CH2:36][CH2:35]1)(=[O:33])[CH3:32]. The catalyst is C1(C)C=CC=CC=1.C([O-])(=O)C.[Pd+2].C([O-])(=O)C.CC1(C)C2C(=C(P(C3C=CC=CC=3)C3C=CC=CC=3)C=CC=2)OC2C(P(C3C=CC=CC=3)C3C=CC=CC=3)=CC=CC1=2. The product is [CH3:1][O:2][C:3]([C:5]1[CH:6]=[C:7]([Cl:24])[CH:8]=[C:9]2[C:14]=1[NH:13][CH:12]([C:15]1[CH:20]=[CH:19][CH:18]=[C:17]([N:37]3[CH2:38][CH2:39][N:34]([C:31](=[O:33])[CH3:32])[CH2:35][CH2:36]3)[CH:16]=1)[C:11]([CH3:23])([CH3:22])[CH2:10]2)=[O:4]. The yield is 0.540.